From a dataset of Catalyst prediction with 721,799 reactions and 888 catalyst types from USPTO. Predict which catalyst facilitates the given reaction. (1) Reactant: CCN(CC)CC.[S:8]1[C:17]2[C:12](=[CH:13][CH:14]=[CH:15][CH:16]=2)[C:11](=[O:18])[CH2:10][C:9]21[CH2:23][CH2:22][NH:21][CH2:20][CH2:19]2.[CH:24]([O:27][C:28]1[CH:36]=[CH:35][C:31]([C:32](O)=[O:33])=[CH:30][C:29]=1[O:37][CH3:38])([CH3:26])[CH3:25].CCN=C=NCCCN(C)C. Product: [CH:24]([O:27][C:28]1[CH:36]=[CH:35][C:31]([C:32]([N:21]2[CH2:22][CH2:23][C:9]3([CH2:10][C:11](=[O:18])[C:12]4[C:17](=[CH:16][CH:15]=[CH:14][CH:13]=4)[S:8]3)[CH2:19][CH2:20]2)=[O:33])=[CH:30][C:29]=1[O:37][CH3:38])([CH3:26])[CH3:25]. The catalyst class is: 2. (2) Reactant: [Cl:1][C:2]1[CH:3]=[C:4]([CH:22]=[CH:23][N:24]=1)[C:5]([NH:7][C:8]1[CH:13]=[C:12]([F:14])[C:11]([F:15])=[CH:10][C:9]=1[CH:16]1[CH2:21][CH2:20][NH:19][CH2:18][CH2:17]1)=[O:6].Cl[CH2:26][C:27]1[CH:32]=[CH:31][C:30]([C:33]2[CH:38]=[CH:37][C:36]([F:39])=[CH:35][CH:34]=2)=[CH:29][CH:28]=1.C(=O)([O-])[O-].[K+].[K+]. Product: [Cl:1][C:2]1[CH:3]=[C:4]([CH:22]=[CH:23][N:24]=1)[C:5]([NH:7][C:8]1[CH:13]=[C:12]([F:14])[C:11]([F:15])=[CH:10][C:9]=1[CH:16]1[CH2:17][CH2:18][N:19]([CH2:26][C:27]2[CH:28]=[CH:29][C:30]([C:33]3[CH:38]=[CH:37][C:36]([F:39])=[CH:35][CH:34]=3)=[CH:31][CH:32]=2)[CH2:20][CH2:21]1)=[O:6]. The catalyst class is: 10. (3) Reactant: [CH3:1][N:2]([CH3:19])[CH2:3][C:4]([NH:6][C:7]1[CH:12]=[CH:11][C:10]([C@@H:13]2[O:18][CH2:17][CH2:16][NH:15][CH2:14]2)=[CH:9][CH:8]=1)=[O:5].Cl[C:21]1[N:26]([CH3:27])[C:25](=[O:28])[CH:24]=[C:23]([C:29]2[CH:34]=[CH:33][N:32]=[CH:31][C:30]=2[F:35])[N:22]=1.C(N(CC)CC)C. Product: [CH3:1][N:2]([CH3:19])[CH2:3][C:4]([NH:6][C:7]1[CH:8]=[CH:9][C:10]([C@@H:13]2[O:18][CH2:17][CH2:16][N:15]([C:21]3[N:26]([CH3:27])[C:25](=[O:28])[CH:24]=[C:23]([C:29]4[CH:34]=[CH:33][N:32]=[CH:31][C:30]=4[F:35])[N:22]=3)[CH2:14]2)=[CH:11][CH:12]=1)=[O:5]. The catalyst class is: 7. (4) Reactant: FC(F)(F)C(O)=O.[NH2:8][C:9]1[C:18]2[C:13](=[CH:14][C:15]([O:19][CH:20]([C:31]3[CH:36]=[CH:35][C:34]([O:37][CH3:38])=[C:33]([O:39][CH3:40])[CH:32]=3)[C:21]([O:23]CC3C=CC=CC=3)=[O:22])=[CH:16][CH:17]=2)[CH:12]=[CH:11][N:10]=1. The catalyst class is: 123. Product: [NH2:8][C:9]1[C:18]2[C:13](=[CH:14][C:15]([O:19][CH:20]([C:31]3[CH:36]=[CH:35][C:34]([O:37][CH3:38])=[C:33]([O:39][CH3:40])[CH:32]=3)[C:21]([OH:23])=[O:22])=[CH:16][CH:17]=2)[CH:12]=[CH:11][N:10]=1. (5) Reactant: [CH:1]1([C:7]2[C:11]([CH2:12][CH2:13][CH2:14][OH:15])=[CH:10][N:9]([C:16]3[CH:21]=[CH:20][C:19]([C:22]([F:25])([F:24])[F:23])=[CH:18][N:17]=3)[N:8]=2)[CH2:6][CH2:5][CH2:4][CH2:3][CH2:2]1.O[C:27]1[N:31]([CH3:32])[N:30]=[CH:29][C:28]=1[CH2:33][C:34]([O:36]CC)=[O:35].C(P(CCCC)CCCC)CCC.N(C(N1CCCCC1)=O)=NC(N1CCCCC1)=O. Product: [CH:1]1([C:7]2[C:11]([CH2:12][CH2:13][CH2:14][O:15][C:27]3[N:31]([CH3:32])[N:30]=[CH:29][C:28]=3[CH2:33][C:34]([OH:36])=[O:35])=[CH:10][N:9]([C:16]3[CH:21]=[CH:20][C:19]([C:22]([F:23])([F:24])[F:25])=[CH:18][N:17]=3)[N:8]=2)[CH2:6][CH2:5][CH2:4][CH2:3][CH2:2]1. The catalyst class is: 7.